From a dataset of NCI-60 drug combinations with 297,098 pairs across 59 cell lines. Regression. Given two drug SMILES strings and cell line genomic features, predict the synergy score measuring deviation from expected non-interaction effect. Drug 1: CC(C1=C(C=CC(=C1Cl)F)Cl)OC2=C(N=CC(=C2)C3=CN(N=C3)C4CCNCC4)N. Drug 2: C1CC(C1)(C(=O)O)C(=O)O.[NH2-].[NH2-].[Pt+2]. Cell line: OVCAR3. Synergy scores: CSS=40.2, Synergy_ZIP=2.03, Synergy_Bliss=3.38, Synergy_Loewe=1.51, Synergy_HSA=1.18.